This data is from Catalyst prediction with 721,799 reactions and 888 catalyst types from USPTO. The task is: Predict which catalyst facilitates the given reaction. (1) Reactant: [C:1]([N:4]1[CH2:9][CH2:8][CH:7]([NH:10][C:11](=[O:20])[C:12]2[CH:17]=[C:16]([F:18])[CH:15]=[N:14][C:13]=2Cl)[CH2:6][CH2:5]1)(=[O:3])[CH3:2].[S:21]1[CH2:25][CH2:24][C:23]2[CH:26]=[C:27]([OH:30])[CH:28]=[CH:29][C:22]1=2.C(=O)([O-])[O-].[Cs+].[Cs+]. Product: [C:1]([N:4]1[CH2:9][CH2:8][CH:7]([NH:10][C:11](=[O:20])[C:12]2[CH:17]=[C:16]([F:18])[CH:15]=[N:14][C:13]=2[O:30][C:27]2[CH:28]=[CH:29][C:22]3[S:21][CH2:25][CH2:24][C:23]=3[CH:26]=2)[CH2:6][CH2:5]1)(=[O:3])[CH3:2]. The catalyst class is: 9. (2) Reactant: C(OC([N:8]1[CH2:12][C@H:11]([CH2:13][N:14]([C:24]2[CH:29]=[CH:28][C:27]([Cl:30])=[CH:26][CH:25]=2)[C:15](=O)[CH2:16][C:17]2[CH:22]=[CH:21][CH:20]=[CH:19][CH:18]=2)[C@@H:10]([CH2:31][C:32]2[CH:37]=[CH:36][CH:35]=[CH:34][CH:33]=2)[CH2:9]1)=O)(C)(C)C. Product: [CH2:31]([C@H:10]1[CH2:9][NH:8][CH2:12][C@@H:11]1[CH2:13][N:14]([C:24]1[CH:29]=[CH:28][C:27]([Cl:30])=[CH:26][CH:25]=1)[CH2:15][CH2:16][C:17]1[CH:18]=[CH:19][CH:20]=[CH:21][CH:22]=1)[C:32]1[CH:33]=[CH:34][CH:35]=[CH:36][CH:37]=1. The catalyst class is: 1.